This data is from Catalyst prediction with 721,799 reactions and 888 catalyst types from USPTO. The task is: Predict which catalyst facilitates the given reaction. (1) Reactant: [Cl:1][C:2]1[C:11]2[C:6](=[CH:7][C:8]([OH:14])=[C:9]([O:12][CH3:13])[CH:10]=2)[N:5]=[CH:4][N:3]=1.C1(P(C2C=CC=CC=2)C2C=CC=CC=2)C=CC=CC=1.[C:34]([N:37]1[CH2:42][CH2:41][N:40]([CH2:43][CH2:44][CH2:45]O)[CH2:39][CH2:38]1)(=[O:36])[CH3:35]. Product: [C:34]([N:37]1[CH2:42][CH2:41][N:40]([CH2:43][CH2:44][CH2:45][O:14][C:8]2[CH:7]=[C:6]3[C:11]([C:2]([Cl:1])=[N:3][CH:4]=[N:5]3)=[CH:10][C:9]=2[O:12][CH3:13])[CH2:39][CH2:38]1)(=[O:36])[CH3:35]. The catalyst class is: 4. (2) Reactant: CCOC([N:6]1[CH2:27][CH2:26][C:9](=[C:10]2[C:20]3[N:21]=[CH:22][CH:23]=[CH:24][C:19]=3[CH2:18][CH2:17][C:16]3[CH:15]=[C:14]([Cl:25])[CH:13]=[CH:12][C:11]2=3)[CH2:8][CH2:7]1)=O.[OH-].[Na+].ClCCl. Product: [CH:23]1[CH:22]=[N:21][C:20]2[C:10]([C:11]3[CH:12]=[CH:13][C:14]([Cl:25])=[CH:15][C:16]=3[CH2:17][CH2:18][C:19]=2[CH:24]=1)=[C:9]1[CH2:26][CH2:27][NH:6][CH2:7][CH2:8]1. The catalyst class is: 72. (3) Reactant: C([O:8][C:9]1[CH:10]=[C:11]2[C:15](=[CH:16][C:17]=1[N:18]([CH:22]1[CH2:27][CH2:26][O:25][CH2:24][CH2:23]1)[C:19](=[O:21])[CH3:20])[N:14]([CH:28]1[CH2:33][CH2:32][CH2:31][CH2:30][O:29]1)[N:13]=[CH:12]2)C1C=CC=CC=1. Product: [OH:8][C:9]1[CH:10]=[C:11]2[C:15](=[CH:16][C:17]=1[N:18]([CH:22]1[CH2:23][CH2:24][O:25][CH2:26][CH2:27]1)[C:19](=[O:21])[CH3:20])[N:14]([CH:28]1[CH2:33][CH2:32][CH2:31][CH2:30][O:29]1)[N:13]=[CH:12]2. The catalyst class is: 579. (4) Reactant: C([O:8][C:9]1[CH:14]=[CH:13][C:12]([C@@H:15]([OH:39])[CH2:16][NH:17][C@H:18]([CH2:37][OH:38])[CH2:19][C:20]2[CH:25]=[CH:24][C:23]([O:26][C:27]3[CH:36]=[CH:35][C:34]4[C:29](=[CH:30][CH:31]=[CH:32][CH:33]=4)[N:28]=3)=[CH:22][CH:21]=2)=[CH:11][C:10]=1[NH:40][S:41]([CH3:44])(=[O:43])=[O:42])C1C=CC=CC=1.[H][H]. Product: [OH:8][C:9]1[CH:14]=[CH:13][C:12]([C@@H:15]([OH:39])[CH2:16][NH:17][C@H:18]([CH2:37][OH:38])[CH2:19][C:20]2[CH:21]=[CH:22][C:23]([O:26][C:27]3[CH:36]=[CH:35][C:34]4[C:29](=[CH:30][CH:31]=[CH:32][CH:33]=4)[N:28]=3)=[CH:24][CH:25]=2)=[CH:11][C:10]=1[NH:40][S:41]([CH3:44])(=[O:43])=[O:42]. The catalyst class is: 43.